From a dataset of Full USPTO retrosynthesis dataset with 1.9M reactions from patents (1976-2016). Predict the reactants needed to synthesize the given product. The reactants are: [CH:1]1(/[CH:6]=[C:7](\[C:20]2[CH:25]=[CH:24][C:23]([S:26]([CH:29]3[CH2:31][CH2:30]3)(=[O:28])=[O:27])=[CH:22][CH:21]=2)/[C:8]([NH:10][C:11]2[S:12][CH:13]=[C:14]([CH:16]([OH:19])[CH2:17][OH:18])[N:15]=2)=[O:9])[CH2:5][CH2:4][CH2:3][CH2:2]1.[C:32](N1C=CN=C1)(N1C=CN=C1)=[O:33]. Given the product [CH:1]1(/[CH:6]=[C:7](\[C:20]2[CH:25]=[CH:24][C:23]([S:26]([CH:29]3[CH2:31][CH2:30]3)(=[O:28])=[O:27])=[CH:22][CH:21]=2)/[C:8]([NH:10][C:11]2[S:12][CH:13]=[C:14]([CH:16]3[CH2:17][O:18][C:32](=[O:33])[O:19]3)[N:15]=2)=[O:9])[CH2:5][CH2:4][CH2:3][CH2:2]1, predict the reactants needed to synthesize it.